From a dataset of Reaction yield outcomes from USPTO patents with 853,638 reactions. Predict the reaction yield, written as a fraction of the theoretical maximum amount of product (1.0 means a 100% yield; for example, 0.34 means a 34% yield). (1) The reactants are [CH3:1][O:2][C:3]([C:5]1[CH:10]=[C:9]([N:11]2[CH2:16][CH2:15][N:14]([C:17]([O:19][C:20]([CH3:23])([CH3:22])[CH3:21])=[O:18])[CH2:13][CH2:12]2)[N:8]=[C:7]([C:24]2[CH:29]=[CH:28][N:27]=[C:26](Cl)[CH:25]=2)[CH:6]=1)=[O:4].C([O-])([O-])=O.[Cs+].[Cs+].[CH:37]1([NH2:43])[CH2:42][CH2:41][CH2:40][CH2:39][CH2:38]1. The catalyst is O1CCOCC1. The product is [CH3:1][O:2][C:3]([C:5]1[CH:10]=[C:9]([N:11]2[CH2:16][CH2:15][N:14]([C:17]([O:19][C:20]([CH3:23])([CH3:22])[CH3:21])=[O:18])[CH2:13][CH2:12]2)[N:8]=[C:7]([C:24]2[CH:29]=[CH:28][N:27]=[C:26]([NH:43][CH:37]3[CH2:42][CH2:41][CH2:40][CH2:39][CH2:38]3)[CH:25]=2)[CH:6]=1)=[O:4]. The yield is 0.250. (2) The reactants are COP([CH2:7][C:8](=[O:21])[C@@H:9]([NH:13][C:14](=[O:20])[O:15][C:16]([CH3:19])([CH3:18])[CH3:17])[CH2:10][CH:11]=[CH2:12])(OC)=O.[CH:22]([C:24]1[CH:29]=[CH:28][C:27]([NH:30][C:31](=[O:34])[O:32][CH3:33])=[CH:26][C:25]=1[N+:35]([O-:37])=[O:36])=O.C([O-])([O-])=O.[K+].[K+]. The catalyst is C1COCC1.CCO. The product is [C:16]([O:15][C:14]([NH:13][C@@H:9]([CH2:10][CH:11]=[CH2:12])[C:8](=[O:21])/[CH:7]=[CH:22]/[C:24]1[CH:29]=[CH:28][C:27]([NH:30][C:31](=[O:34])[O:32][CH3:33])=[CH:26][C:25]=1[N+:35]([O-:37])=[O:36])=[O:20])([CH3:17])([CH3:18])[CH3:19]. The yield is 0.900.